From a dataset of HIV replication inhibition screening data with 41,000+ compounds from the AIDS Antiviral Screen. Binary Classification. Given a drug SMILES string, predict its activity (active/inactive) in a high-throughput screening assay against a specified biological target. (1) The result is 0 (inactive). The molecule is NC(=O)C(=O)n1ncc(Cl)c(Cl)c1=O. (2) The drug is CC(=O)NCCCCN(CCCNC(C)=O)C(=O)OCc1ccccc1. The result is 0 (inactive). (3) The molecule is O=c1[nH]nc(Cc2ccccc2)n1N=Cc1c(O)ccc2ccccc12. The result is 1 (active). (4) The drug is CCCCCCCCCCCCCCC1OC(=O)c2ccccc21. The result is 0 (inactive). (5) The drug is CNc1c2cccc(C)c2nc2c(C(=O)NCCN(C)C)cccc12.Cl. The result is 0 (inactive). (6) The drug is COc1ccc2nc3cc(Cl)ccc3c(Nc3ccc(S(=O)(=O)Nc4nccs4)cc3)c2c1. The result is 0 (inactive).